Task: Binary Classification. Given two protein amino acid sequences, predict whether they physically interact or not.. Dataset: Human Reference Interactome with 51,813 positive PPI pairs across 8,248 proteins, plus equal number of experimentally-validated negative pairs (1) Protein 1 (ENSG00000213281) has sequence MTEYKLVVVGAGGVGKSALTIQLIQNHFVDEYDPTIEDSYRKQVVIDGETCLLDILDTAGQEEYSAMRDQYMRTGEGFLCVFAINNSKSFADINLYREQIKRVKDSDDVPMVLVGNKCDLPTRTVDTKQAHELAKSYGIPFIETSAKTRQGVEDAFYTLVREIRQYRMKKLNSSDDGTQGCMGLPCVVM*. Protein 2 (ENSG00000260428) has sequence MSFATLRPAPPGRYLYPEVSPLSEDEDRGSDSSGSDEKPCRVHAARCGLQGARRRAGGRRAGGGGPGGRPGREPRQRHTANARERDRTNSVNTAFTALRTLIPTEPADRKLSKIETLRLASSYISHLGNVLLAGEACGDGQPCHSGPAFFHAARAGSPPPPPPPPPARDGENTQPKQICTFCLSNQRKLSKDRDRKTAIRS*. Result: 0 (the proteins do not interact). (2) Protein 1 (ENSG00000090487) has sequence MGEIKVSPDYNWFRGTVPLKKIIVDDDDSKIWSLYDAGPRSIRCPLIFLPPVSGTADVFFRQILALTGWGYRVIALQYPVYWDHLEFCDGFRKLLDHLQLDKVHLFGASLGGFLAQKFAEYTHKSPRVHSLILCNSFSDTSIFNQTWTANSFWLMPAFMLKKIVLGNFSSGPVDPMMADAIDFMVDRLESLGQSELASRLTLNCQNSYVEPHKIRDIPVTIMDVFDQSALSTEAKEEMYKLYPNARRAHLKTGGNFPYLCRSAEVNLYVQIHLLQFHGTKYAAIDPSMVSAEELEVQKGS.... Result: 1 (the proteins interact). Protein 2 (ENSG00000170509) has sequence MNIILEILLLLITIIYSYLESLVKFFIPQRRKSVAGEIVLITGAGHGIGRQTTYEFAKRQSILVLWDINKVKKEVGDVTIVVNNAGTVYPADLLSTKDEEITKTFEVNILGHFWITKALLPSMMERNHGHIVTVASVCGHEGIPYLIPYCSSKFAAVGFHRGLTSELQALGKTGIKTSCLCPVFVNTGFTKNPSTRLWPVLETDEVVRSLIDGILTNKKMIFVPSYINIFLRLQKFLPERASAILNRMQNIQFEAVVGHKIKMK*MNIILEILLLLITIIYSYLESLVKFFIPQRRKSVA.... (3) Protein 1 (ENSG00000142864) has sequence MPGHLQEGFGCVVTNRFDQLFDDESDPFEVLKAAENKKKEAGGGGVGGPGAKSAAQAAAQTNSNAAGKQLRKESQKDRKNPLPPSVGVVDKKEETQPPVALKKEGIRRVGRRPDQQLQGEGKIIDRRPERRPPRERRFEKPLEEKGEGGEFSVDRPIIDRPIRGRGGLGRGRGGRGRGMGRGDGFDSRGKREFDRHSGSDRSSFSHYSGLKHEDKRGGSGSHNWGTVKDELTESPKYIQKQISYNYSDLDQSNVTEETPEGEEHHPVADTENKENEVEEVKEEGPKEMTLDEWKAIQNKD.... Protein 2 (ENSG00000142484) has sequence MCTGKCARCVGLSLITLCLVCIVANALLLVPNGETSWTNTNHLSLQVWLMGGFIGGGLMVLCPGIAAVRAGGKGCCGAGCCGNRCRMLRSVFSSAFGVLGAIYCLSVSGAGLRNGPRCLMNGEWGYHFEDTAGAYLLNRTLWDRCEAPPRVVPWNVTLFSLLVAASCLEIVLCGIQLVNATIGVFCGDCRKKQDTPH*. Result: 0 (the proteins do not interact). (4) Protein 1 (ENSG00000023608) has sequence MGTPPGLQTDCEALLSRFQETDSVRFEDFTELWRNMKFGTIFCGRMRNLEKNMFTKEALALAWRYFLPPYTFQIRVGALYLLYGLYNTQLCQPKQKIRVALKDWDEVLKFQQDLVNAQHFDAAYIFRKLRLDRAFHFTAMPKLLSYRMKKKIHRAEVTEEFKDPSDRVMKLITSDVLEEMLNVHDHYQNMKHVISVDKSKPDKALSLIKDDFFDNIKNIVLEHQQWHKDRKNPSLKSKTNDGEEKMEGNSQETERCERAESLAKIKSKAFSVVIQASKSRRHRQVKLDSSDSDSASGQGQ.... Protein 2 (ENSG00000119396) has sequence MATAPYNYSYIFKYIIIGDMGVGKSCLLHQFTEKKFMADCPHTIGVEFGTRIIEVSGQKIKLQIWDTAGQERFRAVTRSYYRGAAGALMVYDITRRSTYNHLSSWLTDARNLTNPNTVIILIGNKADLEAQRDVTYEEAKQFAEENGLLFLEASAKTGENVEDAFLEAAKKIYQNIQDGSLDLNAAESGVQHKPSAPQGGRLTSEPQPQREGCGC*MATAPYNYSYIFKYIIIGDMGVGKSCLLHQFTEKKFMADCPHTIGVEFGTRIIEVSGQKIKLQIWDTAGQERFRAVTRSYYRGA.... Result: 0 (the proteins do not interact). (5) Protein 1 (ENSG00000187486) has sequence MLSRKGIIPEEYVLTRLAEDPAKPRYRARQRRARFVSKKGNCNVAHKNIREQGRFLQDVFTTLVDLKWPHTLLIFTMSFLCSWLLFAMAWWLIAFAHGDLAPSEGTAEPCVTSIHSFSSAFLFSIEVQVTIGFGGRMVTEECPLAILILIVQNIVGLMINAIMLGCIFMKTAQAHRRAETLIFSKHAVIALRHGRLCFMLRVGDLRKSMIISATIHMQVVRKTTSPEGEVVPLHQVDIPMENGVGGNSIFLVAPLIIYHVIDANSPLYDLAPSDLHHHQDLEIIVILEGVVETTGITTQA.... Protein 2 (ENSG00000164221) has sequence MAALTTVVVAAAATAVAGAVAGAGAATGTGVGATPAPQQSDGCFSTSGGIRPFHLQNWKQKVNQTKKAEFVRTAEKFKNQVINMEKDKHSHFYNQKSDFRIEHSMLEELENKLIHSRKTERAKIQQQLAKIHNNVKKLQHQLKDVKPTPDFVEKLREMMEEIENAINTFKEEQRLIYEELIKEEKTTNNELSAISRKIDTWALGNSETEKAFRAISSKVPVDKVTPSTLPEEVLDFEKFLQQTGGRQGAWDDYDHQNFVKVRNKHKGKPTFMEEVLEHLPGKTQDEVQQHEKWYQKFLAL.... Result: 0 (the proteins do not interact). (6) Protein 1 (ENSG00000160182) has sequence MATMENKVICALVLVSMLALGTLAEAQTETCTVAPRERQNCGFPGVTPSQCANKGCCFDDTVRGVPWCFYPNTIDVPPEEECEF*. Protein 2 (ENSG00000100028) has sequence MSIGVPIKVLHEAEGHIVTCETNTGEVYRGKLIEAEDNMNCQMSNITVTYRDGRVAQLEQVYIRGSKIRFLILPDMLKNAPMLKSMKNKNQGSGAGRGKAAILKAQVAARGRGRGMGRGNIFQKRR*MSIGVPIKVLHEAEGHIVTCETNTGEVYRGKLIEAEDNMNCQMSNITVTYRDGRVAQLEQVYIRGSKIRFLILPDMLKNAPMLKSMKNKNQGSGAGRGKAAILKAQGYLSSLEWVLVHIC*. Result: 0 (the proteins do not interact). (7) Protein 1 (ENSG00000077522) has sequence MNQIEPGVQYNYVYDEDEYMIQEEEWDRDLLLDPAWEKQQRKTFTAWCNSHLRKAGTQIENIEEDFRNGLKLMLLLEVISGERLPKPDRGKMRFHKIANVNKALDYIASKGVKLVSIGAEEIVDGNVKMTLGMIWTIILRFAIQDISVEETSAKEGLLLWCQRKTAPYRNVNIQNFHTSWKDGLGLCALIHRHRPDLIDYSKLNKDDPIGNINLAMEIAEKHLDIPKMLDAEDIVNTPKPDERAIMTYVSCFYHAFAGAEQAETAANRICKVLAVNQENERLMEEYERLASELLEWIRRT.... Protein 2 (ENSG00000077092) has sequence MFDCMDVLSVSPGQILDFYTASPSSCMLQEKALKACFSGLTQTEWQHRHTAQSIETQSTSSEELVPSPPSPLPPPRVYKPCFVCQDKSSGYHYGVSACEGCKGFFRRSIQKNMIYTCHRDKNCVINKVTRNRCQYCRLQKCFEVGMSKESVRNDRNKKKKETSKQECTESYEMTAELDDLTEKIRKAHQETFPSLCQLGKYTTNSSADHRVRLDLGLWDKFSELATKCIIKIVEFAKRLPGFTGLTIADQITLLKAACLDILILRICTRYTPEQDTMTFSDGLTLNRTQMHNAGFGPLTD.... Result: 0 (the proteins do not interact).